This data is from Reaction yield outcomes from USPTO patents with 853,638 reactions. The task is: Predict the reaction yield, written as a fraction of the theoretical maximum amount of product (1.0 means a 100% yield; for example, 0.34 means a 34% yield). (1) The reactants are [Cl-].O[NH3+:3].[C:4](=[O:7])([O-])[OH:5].[Na+].CS(C)=O.[F:13][CH2:14][C:15]1[N:16]([C:40]2[CH:45]=[CH:44][C:43]([O:46][CH3:47])=[CH:42][CH:41]=2)[C:17](=[O:39])[C:18]([CH2:24][C:25]2[CH:30]=[CH:29][C:28]([C:31]3[C:32]([C:37]#[N:38])=[CH:33][CH:34]=[CH:35][CH:36]=3)=[CH:27][CH:26]=2)=[C:19]([CH2:21][CH2:22][CH3:23])[N:20]=1. The catalyst is C(OCC)(=O)C. The product is [F:13][CH2:14][C:15]1[N:16]([C:40]2[CH:41]=[CH:42][C:43]([O:46][CH3:47])=[CH:44][CH:45]=2)[C:17](=[O:39])[C:18]([CH2:24][C:25]2[CH:26]=[CH:27][C:28]([C:31]3[CH:36]=[CH:35][CH:34]=[CH:33][C:32]=3[C:37]3[NH:3][C:4](=[O:7])[O:5][N:38]=3)=[CH:29][CH:30]=2)=[C:19]([CH2:21][CH2:22][CH3:23])[N:20]=1. The yield is 0.360. (2) The reactants are [OH-].[Li+].[CH3:3][O:4][C:5]1[CH:10]=[CH:9][C:8]([C:11]2[O:12][C:13]3[C:14](=[C:16]([C:20]([O:22]C)=[O:21])[CH:17]=[CH:18][CH:19]=3)[N:15]=2)=[CH:7][CH:6]=1. No catalyst specified. The product is [CH3:3][O:4][C:5]1[CH:10]=[CH:9][C:8]([C:11]2[O:12][C:13]3[C:14](=[C:16]([C:20]([OH:22])=[O:21])[CH:17]=[CH:18][CH:19]=3)[N:15]=2)=[CH:7][CH:6]=1. The yield is 0.920. (3) The reactants are C[Si](C)(C)[C:3]([F:6])([F:5])[F:4].C1COCC1.C([O-])([O-])=O.[K+].[K+].[F:20][C:21]1[CH:28]=[C:27]([N:29]2[CH2:33][CH2:32][N:31]([C:34]3[CH:35]=[N:36][CH:37]=[CH:38][C:39]=3[CH3:40])[C:30]2=[O:41])[CH:26]=[CH:25][C:22]=1[CH:23]=[O:24]. The yield is 0.659. The catalyst is CN(C=O)C.C(Cl)(Cl)Cl.CO. The product is [F:20][C:21]1[CH:28]=[C:27]([N:29]2[CH2:33][CH2:32][N:31]([C:34]3[CH:35]=[N:36][CH:37]=[CH:38][C:39]=3[CH3:40])[C:30]2=[O:41])[CH:26]=[CH:25][C:22]=1[CH:23]([OH:24])[C:3]([F:6])([F:5])[F:4]. (4) The reactants are [CH3:1][O:2][C:3]([CH:5]1[CH2:9][CH:8]([CH2:10][CH:11]=[CH:12][C:13](=[O:15])[CH3:14])[CH2:7][N:6]1[C:16]([O:18][C:19]([CH3:22])([CH3:21])[CH3:20])=[O:17])=[O:4].CCCCCC. The catalyst is C1C=CC=CC=1.C1C=CC(P(C2C=CC=CC=2)C2C=CC=CC=2)=CC=1.C1C=CC(P(C2C=CC=CC=2)C2C=CC=CC=2)=CC=1.C1C=CC(P(C2C=CC=CC=2)C2C=CC=CC=2)=CC=1.C1C=CC(P(C2C=CC=CC=2)C2C=CC=CC=2)=CC=1.C1C=CC(P(C2C=CC=CC=2)C2C=CC=CC=2)=CC=1.C1C=CC(P(C2C=CC=CC=2)C2C=CC=CC=2)=CC=1.[Cu].[Cu].[Cu].[Cu].[Cu].[Cu]. The product is [CH3:1][O:2][C:3]([CH:5]1[CH2:9][CH:8]([CH2:10][CH2:11][CH2:12][C:13](=[O:15])[CH3:14])[CH2:7][N:6]1[C:16]([O:18][C:19]([CH3:22])([CH3:21])[CH3:20])=[O:17])=[O:4]. The yield is 0.650.